Predict the product of the given reaction. From a dataset of Forward reaction prediction with 1.9M reactions from USPTO patents (1976-2016). (1) Given the reactants FC(F)(F)C([NH:5][C@H:6]1[CH2:10][C@@H:9]([C:11]2[CH:16]=[CH:15][CH:14]=[CH:13][CH:12]=2)[N:8]([CH2:17][CH:18]([CH3:20])[CH3:19])[C:7]1=[O:21])=O.C(=O)([O-])[O-].[K+].[K+], predict the reaction product. The product is: [NH2:5][C@H:6]1[CH2:10][C@@H:9]([C:11]2[CH:16]=[CH:15][CH:14]=[CH:13][CH:12]=2)[N:8]([CH2:17][CH:18]([CH3:19])[CH3:20])[C:7]1=[O:21]. (2) Given the reactants CCN(C(C)C)C(C)C.[CH2:10]([O:17][C:18]1[CH:26]=[CH:25][C:21]([C:22]([OH:24])=O)=[CH:20][CH:19]=1)[C:11]1[CH:16]=[CH:15][CH:14]=[CH:13][CH:12]=1.C1C=CC2N(O)N=NC=2C=1.CCN=C=NCCCN(C)C.[NH2:48][CH:49]([CH3:70])[C:50]([N:52]1[CH2:57][CH2:56][N:55]([C:58](=[O:69])[C:59]2[CH:64]=[CH:63][CH:62]=[CH:61][C:60]=2[C:65]([F:68])([F:67])[F:66])[CH2:54][CH2:53]1)=[O:51], predict the reaction product. The product is: [CH2:10]([O:17][C:18]1[CH:19]=[CH:20][C:21]([C:22]([NH:48][CH:49]([CH3:70])[C:50](=[O:51])[N:52]2[CH2:53][CH2:54][N:55]([C:58](=[O:69])[C:59]3[CH:64]=[CH:63][CH:62]=[CH:61][C:60]=3[C:65]([F:66])([F:68])[F:67])[CH2:56][CH2:57]2)=[O:24])=[CH:25][CH:26]=1)[C:11]1[CH:12]=[CH:13][CH:14]=[CH:15][CH:16]=1. (3) The product is: [CH:17]1[C:16]2[CH:15]([CH2:14][O:13][C:11]([NH:10][CH2:9][C@@H:8]([C:28]([O:30][CH3:31])=[O:29])[NH2:7])=[O:12])[C:27]3[C:22](=[CH:23][CH:24]=[CH:25][CH:26]=3)[C:21]=2[CH:20]=[CH:19][CH:18]=1. Given the reactants CC(C)(OC([NH:7][C@H:8]([C:28]([O:30][CH3:31])=[O:29])[CH2:9][NH:10][C:11]([O:13][CH2:14][CH:15]1[C:27]2[CH:26]=[CH:25][CH:24]=[CH:23][C:22]=2[C:21]2[C:16]1=[CH:17][CH:18]=[CH:19][CH:20]=2)=[O:12])=O)C, predict the reaction product. (4) Given the reactants [CH2:1]([O:8][C:9]1[C:13]([CH:14]=[O:15])=[C:12]([CH:16]([CH3:18])[CH3:17])[N:11]([CH:19]([CH3:21])[CH3:20])[N:10]=1)[C:2]1[CH:7]=[CH:6][CH:5]=[CH:4][CH:3]=1.[C:22]1([Mg]Br)[CH:27]=[CH:26][CH:25]=[CH:24][CH:23]=1.[Cl-].[NH4+].O, predict the reaction product. The product is: [CH2:1]([O:8][C:9]1[C:13]([CH:14]([C:22]2[CH:27]=[CH:26][CH:25]=[CH:24][CH:23]=2)[OH:15])=[C:12]([CH:16]([CH3:17])[CH3:18])[N:11]([CH:19]([CH3:21])[CH3:20])[N:10]=1)[C:2]1[CH:7]=[CH:6][CH:5]=[CH:4][CH:3]=1.